From a dataset of Forward reaction prediction with 1.9M reactions from USPTO patents (1976-2016). Predict the product of the given reaction. Given the reactants [F:1][C:2]1([F:25])[CH2:7][CH2:6][CH:5]([O:8][C:9]2[C:10]([C:21]([F:24])([F:23])[F:22])=[C:11]3[C:16](=[CH:17][CH:18]=2)[CH:15]=[C:14]([CH:19]=O)[CH:13]=[CH:12]3)[CH2:4][CH2:3]1.[NH:26]1[CH2:31][CH2:30][CH2:29][C@H:28]([CH2:32][C:33]([O:35]C)=[O:34])[CH2:27]1, predict the reaction product. The product is: [F:1][C:2]1([F:25])[CH2:7][CH2:6][CH:5]([O:8][C:9]2[C:10]([C:21]([F:22])([F:23])[F:24])=[C:11]3[C:16](=[CH:17][CH:18]=2)[CH:15]=[C:14]([CH2:19][N:26]2[CH2:31][CH2:30][CH2:29][C@H:28]([CH2:32][C:33]([OH:35])=[O:34])[CH2:27]2)[CH:13]=[CH:12]3)[CH2:4][CH2:3]1.